From a dataset of Catalyst prediction with 721,799 reactions and 888 catalyst types from USPTO. Predict which catalyst facilitates the given reaction. Reactant: O=C1N(CC(F)(F)F)N=C(C=O)CC1.[CH2:15]([N:22]1[C:27](=[O:28])[CH2:26][CH2:25][C:24]([CH2:29][OH:30])=[N:23]1)[C:16]1[CH:21]=[CH:20][CH:19]=[CH:18][CH:17]=1.C(Cl)(=O)C(Cl)=O.CS(C)=O.C(N(CC)CC)C. Product: [CH2:15]([N:22]1[C:27](=[O:28])[CH2:26][CH2:25][C:24]([CH:29]=[O:30])=[N:23]1)[C:16]1[CH:21]=[CH:20][CH:19]=[CH:18][CH:17]=1. The catalyst class is: 4.